This data is from Catalyst prediction with 721,799 reactions and 888 catalyst types from USPTO. The task is: Predict which catalyst facilitates the given reaction. (1) Product: [NH2:31][C@@H:30]([CH2:29][C:14]1[CH:19]=[CH:18][C:17]([C:2]2[CH:7]=[C:6]([O:8][CH:9]([C:14]3[CH:19]=[CH:18][C:17]([F:20])=[C:16]([F:21])[CH:15]=3)[C:10]([F:13])([F:12])[F:11])[N:5]=[C:4]([NH2:22])[N:3]=2)=[CH:16][CH:15]=1)[C:23]([OH:26])=[O:24]. Reactant: Cl[C:2]1[CH:7]=[C:6]([O:8][CH:9]([C:14]2[CH:19]=[CH:18][C:17]([F:20])=[C:16]([F:21])[CH:15]=2)[C:10]([F:13])([F:12])[F:11])[N:5]=[C:4]([NH2:22])[N:3]=1.[C:23]([O-:26])([O-])=[O:24].[Na+].[Na+].[CH3:29][C:30]#[N:31]. The catalyst class is: 189. (2) Reactant: [NH2:1][C:2]1[C:10]([CH3:11])=[CH:9][C:8]([Cl:12])=[CH:7][C:3]=1[C:4]([OH:6])=[O:5].Cl[C:14](OC1C=CC=CC=1)=[O:15]. Product: [Cl:12][C:8]1[CH:9]=[C:10]([CH3:11])[C:2]2[NH:1][C:14](=[O:15])[O:5][C:4](=[O:6])[C:3]=2[CH:7]=1. The catalyst class is: 11. (3) Reactant: C(OC([N:8]1[CH2:12][C@H:11]([S:13][C:14]([C:27]2[CH:32]=[CH:31][CH:30]=[CH:29][CH:28]=2)([C:21]2[CH:26]=[CH:25][CH:24]=[CH:23][CH:22]=2)[C:15]2[CH:20]=[CH:19][CH:18]=[CH:17][CH:16]=2)[CH2:10][C@H:9]1[CH2:33][O:34][CH2:35][C:36]1[CH:41]=[C:40]([F:42])[C:39]([F:43])=[CH:38][C:37]=1[F:44])=O)(C)(C)C.C(O)(C(F)(F)F)=O. Product: [F:44][C:37]1[CH:38]=[C:39]([F:43])[C:40]([F:42])=[CH:41][C:36]=1[CH2:35][O:34][CH2:33][C@@H:9]1[CH2:10][C@@H:11]([S:13][C:14]([C:15]2[CH:16]=[CH:17][CH:18]=[CH:19][CH:20]=2)([C:27]2[CH:32]=[CH:31][CH:30]=[CH:29][CH:28]=2)[C:21]2[CH:22]=[CH:23][CH:24]=[CH:25][CH:26]=2)[CH2:12][NH:8]1. The catalyst class is: 2. (4) Reactant: C(N(CC)CC)C.[CH3:8][C:9]1[O:10][C:11]([CH3:18])=[CH:12][C:13]=1[S:14](Cl)(=[O:16])=[O:15].[F:19][C:20]1[CH:21]=[CH:22][C:23]([O:35][CH3:36])=[C:24]([C:26]2[CH:31]=[CH:30][C:29]([CH:32]([NH2:34])[CH3:33])=[CH:28][CH:27]=2)[CH:25]=1. Product: [F:19][C:20]1[CH:21]=[CH:22][C:23]([O:35][CH3:36])=[C:24]([C:26]2[CH:31]=[CH:30][C:29]([C@H:32]([NH:34][S:14]([C:13]3[CH:12]=[C:11]([CH3:18])[O:10][C:9]=3[CH3:8])(=[O:16])=[O:15])[CH3:33])=[CH:28][CH:27]=2)[CH:25]=1. The catalyst class is: 4. (5) Reactant: [N+:1]([C:4]1[CH:5]=[C:6]([CH:8]=[CH:9][CH:10]=1)[NH2:7])([O-:3])=[O:2].[CH3:11][C:12]([CH3:14])=O.CC(C)([O-])C.[K+]. Product: [CH3:14][C:12]1[NH:7][C:6]2[C:5]([CH:11]=1)=[C:4]([N+:1]([O-:3])=[O:2])[CH:10]=[CH:9][CH:8]=2. The catalyst class is: 16. (6) Reactant: C([Mg]Cl)(C)C.Br[C:7]1[C:8]([C:28]([F:31])([F:30])[F:29])=[N:9][N:10]([CH:22]2[CH2:27][CH2:26][CH2:25][CH2:24][CH2:23]2)[C:11]=1[C:12]1[CH:13]=[CH:14][C:15]2[O:20][CH2:19][CH2:18][CH2:17][C:16]=2[CH:21]=1.Cl[C:33](=[O:39])[C:34]([O:36][CH2:37][CH3:38])=[O:35]. Product: [CH:22]1([N:10]2[C:11]([C:12]3[CH:13]=[CH:14][C:15]4[O:20][CH2:19][CH2:18][CH2:17][C:16]=4[CH:21]=3)=[C:7]([C:33](=[O:39])[C:34]([O:36][CH2:37][CH3:38])=[O:35])[C:8]([C:28]([F:31])([F:30])[F:29])=[N:9]2)[CH2:27][CH2:26][CH2:25][CH2:24][CH2:23]1. The catalyst class is: 30. (7) Reactant: C(O)(C(F)(F)F)=O.[CH3:8][S:9]([C:11]1[C:19]2[C:14](=[CH:15][C:16]([C:20]([N:22]3[CH2:27][CH2:26][N:25](C(OC(C)(C)C)=O)[CH2:24][CH2:23]3)=[O:21])=[CH:17][CH:18]=2)[N:13]([C:35]2[N:40]=[CH:39][C:38]([C:41]3[CH:46]=[CH:45][CH:44]=[CH:43][CH:42]=3)=[CH:37][N:36]=2)[CH:12]=1)=[O:10].C(=O)([O-])O.[Na+]. Product: [CH3:8][S:9]([C:11]1[C:19]2[C:14](=[CH:15][C:16]([C:20]([N:22]3[CH2:27][CH2:26][NH:25][CH2:24][CH2:23]3)=[O:21])=[CH:17][CH:18]=2)[N:13]([C:35]2[N:36]=[CH:37][C:38]([C:41]3[CH:46]=[CH:45][CH:44]=[CH:43][CH:42]=3)=[CH:39][N:40]=2)[CH:12]=1)=[O:10]. The catalyst class is: 46. (8) Reactant: [Br:1][C:2]1[CH:7]=[C:6]([Cl:8])[N:5]=[N:4][C:3]=1[NH2:9].Cl[CH2:11][CH:12](OCC)OCC.CC1C=CC(S(O)(=O)=O)=CC=1. Product: [Br:1][C:2]1[C:3]2[N:4]([CH:11]=[CH:12][N:9]=2)[N:5]=[C:6]([Cl:8])[CH:7]=1. The catalyst class is: 32. (9) Reactant: Cl.[NH2:2][C:3]1[C:4]2[C:14]([O:15][CH2:16][C:17]3([NH2:22])[CH2:21][CH2:20][CH2:19][CH2:18]3)=[CH:13][CH:12]=[CH:11][C:5]=2[NH:6][S:7](=[O:10])(=[O:9])[N:8]=1.C(N(CC)CC)C.[C:30](O)(=[O:37])[C:31]1[CH:36]=[CH:35][N:34]=[CH:33][CH:32]=1.CCN=C=NCCCN(C)C.C1C=CC2N(O)N=NC=2C=1. Product: [NH2:2][C:3]1[C:4]2[C:14]([O:15][CH2:16][C:17]3([NH:22][C:30](=[O:37])[C:31]4[CH:36]=[CH:35][N:34]=[CH:33][CH:32]=4)[CH2:21][CH2:20][CH2:19][CH2:18]3)=[CH:13][CH:12]=[CH:11][C:5]=2[NH:6][S:7](=[O:10])(=[O:9])[N:8]=1. The catalyst class is: 3.